This data is from Full USPTO retrosynthesis dataset with 1.9M reactions from patents (1976-2016). The task is: Predict the reactants needed to synthesize the given product. Given the product [CH:14]1([C:2]2[CH:11]=[CH:10][C:5]([C:6]([O:8][CH3:9])=[O:7])=[C:4]([O:12][CH3:13])[CH:3]=2)[CH2:16][CH2:15]1, predict the reactants needed to synthesize it. The reactants are: Br[C:2]1[CH:11]=[CH:10][C:5]([C:6]([O:8][CH3:9])=[O:7])=[C:4]([O:12][CH3:13])[CH:3]=1.[CH:14]1(B(O)O)[CH2:16][CH2:15]1.